Dataset: Forward reaction prediction with 1.9M reactions from USPTO patents (1976-2016). Task: Predict the product of the given reaction. Given the reactants [O:1]1[CH2:6][CH2:5][CH:4](/[CH:7]=[CH:8]/[C:9]2[NH:13][C:12]3[CH:14]=[CH:15][C:16]([C:18]4[CH:23]=[CH:22][CH:21]=[CH:20][C:19]=4[C:24]([F:27])([F:26])[F:25])=[CH:17][C:11]=3[N:10]=2)[CH2:3][CH2:2]1.[ClH:28].CC(O)C, predict the reaction product. The product is: [ClH:28].[O:1]1[CH2:6][CH2:5][CH:4](/[CH:7]=[CH:8]/[C:9]2[NH:13][C:12]3[CH:14]=[CH:15][C:16]([C:18]4[CH:23]=[CH:22][CH:21]=[CH:20][C:19]=4[C:24]([F:25])([F:26])[F:27])=[CH:17][C:11]=3[N:10]=2)[CH2:3][CH2:2]1.